From a dataset of Full USPTO retrosynthesis dataset with 1.9M reactions from patents (1976-2016). Predict the reactants needed to synthesize the given product. (1) Given the product [Cl:24][C:13]1[N:14]=[C:15]([N:18]2[CH2:23][CH2:22][O:21][CH2:20][CH2:19]2)[C:16]2[S:17][C:9]([CH2:8][N:6]([CH3:7])[CH2:5][C:33]([CH3:29])([OH:32])[CH3:26])=[CH:10][C:11]=2[N:12]=1, predict the reactants needed to synthesize it. The reactants are: C(OC(=O)[CH2:5][N:6]([CH2:8][C:9]1[S:17][C:16]2[C:15]([N:18]3[CH2:23][CH2:22][O:21][CH2:20][CH2:19]3)=[N:14][C:13]([Cl:24])=[N:12][C:11]=2[CH:10]=1)[CH3:7])C.[CH3:26][Mg]Br.[CH2:29]1[CH2:33][O:32]CC1. (2) Given the product [C:30]([O:29][C:27]([N:24]1[CH2:23][CH2:22][CH:21]([O:20][C:17]2[S:18][CH:19]=[C:15]([N:10]3[C:11]4[C:7](=[CH:6][C:5]([S:2]([CH3:1])(=[O:4])=[O:3])=[CH:13][CH:12]=4)[CH:8]=[CH:9]3)[N:16]=2)[CH2:26][CH2:25]1)=[O:28])([CH3:33])([CH3:31])[CH3:32], predict the reactants needed to synthesize it. The reactants are: [CH3:1][S:2]([C:5]1[CH:6]=[C:7]2[C:11](=[CH:12][CH:13]=1)[NH:10][CH:9]=[CH:8]2)(=[O:4])=[O:3].Br[C:15]1[N:16]=[C:17]([O:20][CH:21]2[CH2:26][CH2:25][N:24]([C:27]([O:29][C:30]([CH3:33])([CH3:32])[CH3:31])=[O:28])[CH2:23][CH2:22]2)[S:18][CH:19]=1. (3) Given the product [OH:1][CH2:2][C@H:3]1[CH2:7][CH2:6][C:5](=[O:8])[N:4]1[CH2:9][C:10]1[S:11][CH:12]=[C:13]([CH2:15][CH2:16][C:17]([O:19][CH2:20][CH2:21][CH2:22][CH3:23])=[O:18])[N:14]=1, predict the reactants needed to synthesize it. The reactants are: [OH:1][CH2:2][C@H:3]1[CH2:7][CH2:6][C:5](=[O:8])[N:4]1[CH2:9][C:10]1[S:11][CH:12]=[C:13](/[CH:15]=[CH:16]/[C:17]([O:19][CH2:20][CH2:21][CH2:22][CH3:23])=[O:18])[N:14]=1.[BH4-].[Na+]. (4) Given the product [Br:1][C:2]1[C:3]([CH3:13])=[C:4]([C:5](=[O:7])[C:23]2[C:24]([CH3:32])=[CH:25][C:26]([O:30][CH3:31])=[C:27]([O:28][CH3:29])[C:22]=2[O:21][CH3:20])[C:8]([O:11][CH3:12])=[CH:9][CH:10]=1, predict the reactants needed to synthesize it. The reactants are: [Br:1][C:2]1[C:3]([CH3:13])=[C:4]([C:8]([O:11][CH3:12])=[CH:9][CH:10]=1)[C:5]([OH:7])=O.C(Cl)(=O)C(Cl)=O.[CH3:20][O:21][C:22]1[CH:23]=[C:24]([CH3:32])[CH:25]=[C:26]([O:30][CH3:31])[C:27]=1[O:28][CH3:29]. (5) Given the product [CH3:43][C:39]1[CH:38]=[C:37]([CH:42]=[CH:41][C:40]=1[CH3:49])[C:36]([NH:35][C:33]1[CH:32]=[CH:31][N:30]=[C:29]([C:9]2[CH:8]=[C:7]([N:1]3[CH2:6][CH2:5][CH2:4][CH2:3][CH2:2]3)[CH:12]=[CH:11][C:10]=2[NH:13][C:14]([C:16]2[CH:17]=[C:18]([CH:26]=[CH:27][CH:28]=2)[CH2:19][S:20][CH2:21][CH2:22][C:23]([OH:25])=[O:24])=[O:15])[CH:34]=1)=[O:47], predict the reactants needed to synthesize it. The reactants are: [N:1]1([C:7]2[CH:12]=[CH:11][C:10]([NH:13][C:14]([C:16]3[CH:17]=[C:18]([CH:26]=[CH:27][CH:28]=3)[CH2:19][S:20][CH2:21][CH2:22][C:23]([OH:25])=[O:24])=[O:15])=[C:9]([C:29]3[CH:34]=[C:33]([NH:35][C:36](=[O:47])[C:37]4[CH:42]=[CH:41][CH:40]=[C:39]([C:43](F)(F)F)[CH:38]=4)[CH:32]=[CH:31][N:30]=3)[CH:8]=2)[CH2:6][CH2:5][CH2:4][CH2:3][CH2:2]1.F[C:49](F)(F)C1C=C(C=CC=1)C(Cl)=O. (6) Given the product [ClH:40].[ClH:40].[CH2:1]([O:8][C:9]1[CH:17]=[CH:16][C:15]([C:18]2[NH:39][C:21]3=[N:22][CH:23]=[C:24]([CH:26]4[CH2:31][CH2:30][NH:29][CH2:28][CH2:27]4)[CH:25]=[C:20]3[N:19]=2)=[CH:14][C:10]=1[C:11]([OH:13])=[O:12])[C:2]1[CH:3]=[CH:4][CH:5]=[CH:6][CH:7]=1, predict the reactants needed to synthesize it. The reactants are: [CH2:1]([O:8][C:9]1[CH:17]=[CH:16][C:15]([C:18]2[NH:39][C:21]3=[N:22][CH:23]=[C:24]([CH:26]4[CH2:31][CH2:30][N:29](C(OC(C)(C)C)=O)[CH2:28][CH2:27]4)[CH:25]=[C:20]3[N:19]=2)=[CH:14][C:10]=1[C:11]([OH:13])=[O:12])[C:2]1[CH:7]=[CH:6][CH:5]=[CH:4][CH:3]=1.[ClH:40].O1CCOCC1. (7) The reactants are: [F:1][C:2]1[CH:3]=[N:4][C:5]([C@@H:8]([NH:10][C:11](=[O:13])C)[CH3:9])=[N:6][CH:7]=1.[C:14]([O:18]C(OC([O:18][C:14]([CH3:17])([CH3:16])[CH3:15])=O)=O)([CH3:17])([CH3:16])[CH3:15].O.[OH-].[Li+].O. Given the product [C:14]([O:18][C:11](=[O:13])[NH:10][C@H:8]([C:5]1[N:4]=[CH:3][C:2]([F:1])=[CH:7][N:6]=1)[CH3:9])([CH3:17])([CH3:16])[CH3:15], predict the reactants needed to synthesize it.